Dataset: Reaction yield outcomes from USPTO patents with 853,638 reactions. Task: Predict the reaction yield, written as a fraction of the theoretical maximum amount of product (1.0 means a 100% yield; for example, 0.34 means a 34% yield). (1) The reactants are [C:1]([C:3]1[CH:4]=[CH:5][C:6]2[N:10]=[C:9]([CH3:11])[N:8]([C:12]3[N:17]=[CH:16][N:15]=[C:14]([NH2:18])[N:13]=3)[C:7]=2[CH:19]=1)#[CH:2].[Li+].CC([N-]C(C)C)C.[N:28]1[CH:33]=[CH:32][N:31]=[CH:30][C:29]=1[C:34](=[O:36])[CH3:35]. The catalyst is C1COCC1. The product is [NH2:18][C:14]1[N:15]=[CH:16][N:17]=[C:12]([N:8]2[C:7]3[CH:19]=[C:3]([C:1]#[C:2][C:34]([C:29]4[CH:30]=[N:31][CH:32]=[CH:33][N:28]=4)([OH:36])[CH3:35])[CH:4]=[CH:5][C:6]=3[N:10]=[C:9]2[CH3:11])[N:13]=1. The yield is 0.140. (2) The reactants are [Cl:1][C:2]1[N:6]([C:7]2[N:11]([CH3:12])[N:10]=[CH:9][C:8]=2[Cl:13])[CH:5]=[C:4]([C:14]([OH:16])=O)[CH:3]=1.[NH2:17][C@@H:18]([CH2:31][C:32]1[CH:37]=[CH:36][CH:35]=[C:34]([F:38])[CH:33]=1)[CH2:19][N:20]1[C:28](=[O:29])[C:27]2[C:22](=[CH:23][CH:24]=[CH:25][CH:26]=2)[C:21]1=[O:30].C(N(CC)C(C)C)(C)C.F[P-](F)(F)(F)(F)F.Br[P+](N1CCCC1)(N1CCCC1)N1CCCC1. The catalyst is ClCCl. The product is [Cl:1][C:2]1[N:6]([C:7]2[N:11]([CH3:12])[N:10]=[CH:9][C:8]=2[Cl:13])[CH:5]=[C:4]([C:14]([NH:17][C@@H:18]([CH2:31][C:32]2[CH:37]=[CH:36][CH:35]=[C:34]([F:38])[CH:33]=2)[CH2:19][N:20]2[C:28](=[O:29])[C:27]3[C:22](=[CH:23][CH:24]=[CH:25][CH:26]=3)[C:21]2=[O:30])=[O:16])[CH:3]=1. The yield is 0.599. (3) The reactants are [N+:1]([CH2:4][CH2:5][CH2:6][CH2:7][CH3:8])([O-:3])=[O:2].[C:9]([O:13][CH3:14])(=[O:12])[CH:10]=[CH2:11]. The catalyst is O1CCOCC1. The product is [N+:1]([C:4]1([CH2:11][CH2:10][C:9]([O:13][CH3:14])=[O:12])[CH2:8][CH2:7][CH2:6][CH2:5]1)([O-:3])=[O:2]. The yield is 1.00. (4) The reactants are N1([C:7]2[CH:17]=[CH:16][C:10]3[CH:11]=[CH:12][CH:13]=[CH:14][NH:15][C:9]=3[CH:8]=2)CCOCC1.[OH-].[Na+]. The catalyst is CO. The product is [N:15]1[CH2:14][CH:13]=[CH:12][CH:11]=[C:10]2[CH:16]=[CH:17][CH:7]=[CH:8][C:9]=12. The yield is 0.890. (5) The reactants are [CH3:1][O:2][C:3](=[O:28])[C:4]([NH:17]C(OCC1C=CC=CC=1)=O)=[CH:5][C:6]1[CH:7]=[C:8]2[C:12](=[CH:13][CH:14]=1)[NH:11][CH:10]=[C:9]2[C:15]#[N:16]. The catalyst is CO.[Pd]. The product is [CH3:1][O:2][C:3](=[O:28])[CH:4]([NH2:17])[CH2:5][C:6]1[CH:7]=[C:8]2[C:12](=[CH:13][CH:14]=1)[NH:11][CH:10]=[C:9]2[C:15]#[N:16]. The yield is 0.920.